The task is: Predict the reaction yield, written as a fraction of the theoretical maximum amount of product (1.0 means a 100% yield; for example, 0.34 means a 34% yield).. This data is from Reaction yield outcomes from USPTO patents with 853,638 reactions. (1) The reactants are Cl[CH2:2][C:3]1[N:4]=[C:5]([C:9]2[CH:10]=[C:11]([CH:14]=[CH:15][CH:16]=2)[C:12]#[N:13])[O:6][C:7]=1[CH3:8].[O:17]=[CH:18][C:19]1[CH:27]=[CH:26][C:24]([OH:25])=[C:21]([O:22][CH3:23])[CH:20]=1.C(=O)([O-])[O-].[K+].[K+].CN(C)C=O. The catalyst is O. The product is [CH:18]([C:19]1[CH:27]=[CH:26][C:24]([O:25][CH2:2][C:3]2[N:4]=[C:5]([C:9]3[CH:10]=[C:11]([CH:14]=[CH:15][CH:16]=3)[C:12]#[N:13])[O:6][C:7]=2[CH3:8])=[C:21]([O:22][CH3:23])[CH:20]=1)=[O:17]. The yield is 0.860. (2) The reactants are [CH3:1][C:2]1[CH:11]=[CH:10][C:9]2[C:4](=[C:5]([OH:12])[CH:6]=[CH:7][CH:8]=2)[N:3]=1.[C:13](Cl)(=[O:15])[CH3:14].[Cl-].[Al+3].[Cl-].[Cl-].Cl. The catalyst is [N+](C1C=CC=CC=1)([O-])=O.O. The product is [OH:12][C:5]1[CH:6]=[CH:7][C:8]([C:13](=[O:15])[CH3:14])=[C:9]2[C:4]=1[N:3]=[C:2]([CH3:1])[CH:11]=[CH:10]2. The yield is 0.700. (3) The reactants are [Cl:1][C:2]1[CH:3]=[C:4]2[S:10][C:9]([NH:11]C(=O)C3C=CC=CC=3)=[N:8][C:5]2=[N:6][CH:7]=1.OS(O)(=O)=O.[OH-].[Na+]. No catalyst specified. The product is [Cl:1][C:2]1[CH:3]=[C:4]2[S:10][C:9]([NH2:11])=[N:8][C:5]2=[N:6][CH:7]=1. The yield is 0.635. (4) The reactants are [Br:1][C:2]1[CH:3]=[C:4]([CH:8]=[CH:9][C:10]=1[C:11]([O:13][CH3:14])=[O:12])[C:5]([OH:7])=[O:6].O=S(Cl)Cl.[CH3:19]O. No catalyst specified. The product is [Br:1][C:2]1[CH:3]=[C:4]([C:5]([O:7][CH3:19])=[O:6])[CH:8]=[CH:9][C:10]=1[C:11]([O:13][CH3:14])=[O:12]. The yield is 0.980.